Dataset: Reaction yield outcomes from USPTO patents with 853,638 reactions. Task: Predict the reaction yield, written as a fraction of the theoretical maximum amount of product (1.0 means a 100% yield; for example, 0.34 means a 34% yield). (1) The reactants are Br[CH2:2][CH2:3][CH2:4][CH2:5][CH2:6][CH2:7][CH2:8][CH2:9][CH2:10][CH2:11][CH2:12][CH2:13][CH2:14][CH2:15][C:16]([OH:18])=[O:17].C1OCCOCCOCCOCCOCCOC1.[CH:37]([Mg]Br)([CH2:39][CH3:40])[CH3:38].O1CCCC1.S(=O)(=O)(O)O. No catalyst specified. The product is [CH3:38][CH:37]([CH2:39][CH3:40])[CH2:2][CH2:3][CH2:4][CH2:5][CH2:6][CH2:7][CH2:8][CH2:9][CH2:10][CH2:11][CH2:12][CH2:13][CH2:14][CH2:15][C:16]([OH:18])=[O:17]. The yield is 0.950. (2) The product is [N:1]1[CH:6]=[CH:5][CH:4]=[CH:3][C:2]=1[C:7]1[N:11]=[C:10]([C:12]2[CH:17]=[C:16]([C:24]3[CH:25]=[CH:26][N:21]=[CH:22][CH:23]=3)[CH:15]=[CH:14][C:13]=2[O:19][CH3:20])[O:9][N:8]=1. The reactants are [N:1]1[CH:6]=[CH:5][CH:4]=[CH:3][C:2]=1[C:7]1[N:11]=[C:10]([C:12]2[CH:17]=[C:16](Br)[CH:15]=[CH:14][C:13]=2[O:19][CH3:20])[O:9][N:8]=1.[N:21]1[CH:26]=[CH:25][C:24](B(O)O)=[CH:23][CH:22]=1.C(=O)([O-])[O-].[Na+].[Na+]. The catalyst is C1C=CC([P]([Pd]([P](C2C=CC=CC=2)(C2C=CC=CC=2)C2C=CC=CC=2)([P](C2C=CC=CC=2)(C2C=CC=CC=2)C2C=CC=CC=2)[P](C2C=CC=CC=2)(C2C=CC=CC=2)C2C=CC=CC=2)(C2C=CC=CC=2)C2C=CC=CC=2)=CC=1.COCCOC. The yield is 0.100. (3) The reactants are [CH2:1]([N:8]1[CH2:12][CH2:11][CH2:10][C:9]1=O)[C:2]1[CH:7]=[CH:6][CH:5]=[CH:4][CH:3]=1.P(Cl)(Cl)(Cl)=O.[Sn](Cl)(Cl)(Cl)Cl.[C:24](#[N:32])[C:25]1[C:26](=[CH:28][CH:29]=[CH:30][CH:31]=1)[NH2:27].[OH-].[Na+]. The catalyst is O1CCCC1.C(Cl)(Cl)Cl. The product is [CH2:1]([N:8]1[CH2:12][CH2:11][CH2:10][C:9]1=[N:27][C:26]1[CH:28]=[CH:29][CH:30]=[CH:31][C:25]=1[C:24]#[N:32])[C:2]1[CH:7]=[CH:6][CH:5]=[CH:4][CH:3]=1. The yield is 0.910. (4) The reactants are Br[C:2]1[CH:3]=[C:4]([C:8]2[CH:17]=[N:16][C:15]3[C:10](=[C:11]4[CH:25]=[CH:24][CH:23]=[CH:22][C:12]4=[C:13]4[CH:21]=[CH:20][CH:19]=[CH:18][C:14]4=3)[N:9]=2)[CH:5]=[CH:6][CH:7]=1.[CH:26]1[C:34]2[C:33]3[CH:35]=[CH:36][CH:37]=[CH:38][C:32]=3[S:31][C:30]=2[C:29]([C:39]2[CH:40]=[C:41](B(O)O)[CH:42]=[CH:43][CH:44]=2)=[CH:28][CH:27]=1.C1(C)C=CC=CC=1P(C1C=CC=CC=1C)C1C=CC=CC=1C.C(=O)([O-])[O-].[K+].[K+]. The catalyst is C([O-])(=O)C.[Pd+2].C([O-])(=O)C.C(O)C.C1(C)C=CC=CC=1. The product is [CH:26]1[C:34]2[C:33]3[CH:35]=[CH:36][CH:37]=[CH:38][C:32]=3[S:31][C:30]=2[C:29]([C:39]2[CH:40]=[C:41]([C:2]3[CH:7]=[CH:6][CH:5]=[C:4]([C:8]4[CH:17]=[N:16][C:15]5[C:10](=[C:11]6[CH:25]=[CH:24][CH:23]=[CH:22][C:12]6=[C:13]6[CH:21]=[CH:20][CH:19]=[CH:18][C:14]6=5)[N:9]=4)[CH:3]=3)[CH:42]=[CH:43][CH:44]=2)=[CH:28][CH:27]=1. The yield is 0.710. (5) The reactants are [F:1][C:2]1([F:40])[O:6][C:5]2[CH:7]=[CH:8][C:9]([C:11]3([C:14]([NH:16][C@H:17]4[C:26]5[C:21](=[CH:22][C:23]([O:27][CH:28]([F:30])[F:29])=[CH:24][CH:25]=5)[O:20][C@@H:19]([C:31]5[CH:39]=[CH:38][C:34]([C:35](O)=[O:36])=[CH:33][CH:32]=5)[CH2:18]4)=[O:15])[CH2:13][CH2:12]3)=[CH:10][C:4]=2[O:3]1.CN(C(ON1N=NC2C=CC=CC1=2)=[N+](C)C)C.[B-](F)(F)(F)F.C(N(CC)CC)C.[Cl-].[Li+].[CH3:72][S:73]([NH2:76])(=[O:75])=[O:74]. The catalyst is O1CCCC1. The product is [F:40][C:2]1([F:1])[O:6][C:5]2[CH:7]=[CH:8][C:9]([C:11]3([C:14]([NH:16][C@H:17]4[C:26]5[C:21](=[CH:22][C:23]([O:27][CH:28]([F:30])[F:29])=[CH:24][CH:25]=5)[O:20][C@@H:19]([C:31]5[CH:32]=[CH:33][C:34]([C:35]([NH:76][S:73]([CH3:72])(=[O:75])=[O:74])=[O:36])=[CH:38][CH:39]=5)[CH2:18]4)=[O:15])[CH2:13][CH2:12]3)=[CH:10][C:4]=2[O:3]1. The yield is 0.400. (6) The reactants are [OH:1][C:2]1[CH:11]=[C:10]2[C:5]([CH:6]=[CH:7][CH:8]=[N:9]2)=[CH:4][CH:3]=1.C(N(CC)CC)C.[F:19][C:20]([F:33])([F:32])[S:21](O[S:21]([C:20]([F:33])([F:32])[F:19])(=[O:23])=[O:22])(=[O:23])=[O:22]. The catalyst is ClCCCl. The product is [F:19][C:20]([F:33])([F:32])[S:21]([O:1][C:2]1[CH:11]=[C:10]2[C:5]([CH:6]=[CH:7][CH:8]=[N:9]2)=[CH:4][CH:3]=1)(=[O:23])=[O:22]. The yield is 0.700. (7) The reactants are [Cl:1][C:2]1[CH:3]=[C:4]2[C:9](=[CH:10][CH:11]=1)[CH:8]=[C:7]([S:12]([CH2:15][CH2:16][C:17](Cl)=[O:18])(=[O:14])=[O:13])[CH:6]=[CH:5]2.[CH3:20][C:21]1[N:25]2[C:26](=[O:35])[N:27]([CH:29]3[CH2:34][CH2:33][NH:32][CH2:31][CH2:30]3)[CH2:28][C:24]2=[CH:23][N:22]=1.C(N(CC)CC)C. The catalyst is C1COCC1. The product is [Cl:1][C:2]1[CH:3]=[C:4]2[C:9](=[CH:10][CH:11]=1)[CH:8]=[C:7]([S:12]([CH2:15][CH2:16][C:17]([N:32]1[CH2:31][CH2:30][CH:29]([N:27]3[CH2:28][C:24]4=[CH:23][N:22]=[C:21]([CH3:20])[N:25]4[C:26]3=[O:35])[CH2:34][CH2:33]1)=[O:18])(=[O:14])=[O:13])[CH:6]=[CH:5]2. The yield is 0.510. (8) The reactants are [CH3:1][C:2]1[N:3]=[C:4]([NH:7][C:8]2[C:13]([O:14][C:15]3[CH:20]=[CH:19][CH:18]=[CH:17][CH:16]=3)=[CH:12][C:11]([C:21]3[CH:22]=[N:23][CH:24]=[CH:25][CH:26]=3)=[CH:10][N:9]=2)[S:5][CH:6]=1.[ClH:27]. The catalyst is C(Cl)Cl.CCOCC. The product is [ClH:27].[ClH:27].[CH3:1][C:2]1[N:3]=[C:4]([NH:7][C:8]2[C:13]([O:14][C:15]3[CH:16]=[CH:17][CH:18]=[CH:19][CH:20]=3)=[CH:12][C:11]([C:21]3[CH:22]=[N:23][CH:24]=[CH:25][CH:26]=3)=[CH:10][N:9]=2)[S:5][CH:6]=1. The yield is 0.597. (9) The reactants are [Br:1][C:2]1[CH:10]=[CH:9][CH:8]=[C:7]2[C:3]=1[CH:4]=[N:5][N:6]2C(=O)C.Cl. The catalyst is CO. The product is [Br:1][C:2]1[CH:10]=[CH:9][CH:8]=[C:7]2[C:3]=1[CH:4]=[N:5][NH:6]2. The yield is 0.930.